This data is from Catalyst prediction with 721,799 reactions and 888 catalyst types from USPTO. The task is: Predict which catalyst facilitates the given reaction. (1) Reactant: C1(N=C=NC2CCCCC2)CCCCC1.[C:16]([OH:33])(=[O:32])[CH2:17][CH2:18][CH2:19][CH2:20][CH2:21][CH2:22][CH2:23][CH2:24][CH2:25][CH2:26][CH2:27][CH2:28][CH2:29][CH2:30][CH3:31].[F:34][C:35]1[C:40](O)=[C:39]([F:42])[C:38]([F:43])=[C:37]([F:44])[C:36]=1[F:45]. Product: [C:16]([O:33][C:40]1[C:39]([F:42])=[C:38]([F:43])[C:37]([F:44])=[C:36]([F:45])[C:35]=1[F:34])(=[O:32])[CH2:17][CH2:18][CH2:19][CH2:20][CH2:21][CH2:22][CH2:23][CH2:24][CH2:25][CH2:26][CH2:27][CH2:28][CH2:29][CH2:30][CH3:31]. The catalyst class is: 887. (2) Reactant: [OH:1][C:2]1[CH:3]=[C:4]([CH:9]=[CH:10][CH:11]=1)[C:5]([O:7][CH3:8])=[O:6].[CH:12]1([CH:15](O)[CH3:16])[CH2:14][CH2:13]1.C1(P(C2C=CC=CC=2)C2C=CC=CC=2)C=CC=CC=1.CC(OC(/N=N/C(OC(C)C)=O)=O)C. Product: [CH:12]1([CH:15]([O:1][C:2]2[CH:3]=[C:4]([CH:9]=[CH:10][CH:11]=2)[C:5]([O:7][CH3:8])=[O:6])[CH3:16])[CH2:14][CH2:13]1. The catalyst class is: 11. (3) The catalyst class is: 138. Reactant: [Cl:1][C:2]1[CH:7]=[CH:6][C:5]([S:8]([N:11]2[CH2:16][CH2:15][CH2:14][C@@H:13]([NH:17][C:18]3[N:23]=[C:22]([C:24]4[N:31]5[C:27]([S:28][CH:29]=[CH:30]5)=[N:26][C:25]=4[C:32]4[CH:33]=[C:34]([C:38](=O)[CH3:39])[CH:35]=[CH:36][CH:37]=4)[CH:21]=[CH:20][N:19]=3)[CH2:12]2)(=[O:10])=[O:9])=[CH:4][CH:3]=1.Cl.[NH2:42][OH:43].C(O)(=O)C. Product: [Cl:1][C:2]1[CH:7]=[CH:6][C:5]([S:8]([N:11]2[CH2:16][CH2:15][CH2:14][C@@H:13]([NH:17][C:18]3[N:23]=[C:22]([C:24]4[N:31]5[C:27]([S:28][CH:29]=[CH:30]5)=[N:26][C:25]=4[C:32]4[CH:33]=[C:34](/[C:38](=[N:42]/[OH:43])/[CH3:39])[CH:35]=[CH:36][CH:37]=4)[CH:21]=[CH:20][N:19]=3)[CH2:12]2)(=[O:10])=[O:9])=[CH:4][CH:3]=1. (4) Reactant: [NH2:1][C:2]1[N:3]=[C:4]([N:19]2[CH:23]=[CH:22][N:21]=[CH:20]2)[CH:5]=[C:6]2[C:11]=1[CH:10]=[N:9][C:8]1[CH:12]=[C:13]([OH:18])[C:14]([O:16][CH3:17])=[CH:15][C:7]2=1.CN(C=O)C.[Cl:29][CH2:30][CH2:31]OS(C1C=CC(C)=CC=1)(=O)=O. The catalyst class is: 6. Product: [Cl:29][CH2:30][CH2:31][O:18][C:13]1[C:14]([O:16][CH3:17])=[CH:15][C:7]2[C:6]3[C:11](=[C:2]([NH2:1])[N:3]=[C:4]([N:19]4[CH:23]=[CH:22][N:21]=[CH:20]4)[CH:5]=3)[CH:10]=[N:9][C:8]=2[CH:12]=1.